From a dataset of Full USPTO retrosynthesis dataset with 1.9M reactions from patents (1976-2016). Predict the reactants needed to synthesize the given product. (1) Given the product [CH3:9][C:10]([S@:13](/[N:15]=[CH:7]/[C:6]1[N:2]([CH3:1])[CH:3]=[N:4][CH:5]=1)=[O:14])([CH3:12])[CH3:11], predict the reactants needed to synthesize it. The reactants are: [CH3:1][N:2]1[C:6]([CH:7]=O)=[CH:5][N:4]=[CH:3]1.[CH3:9][C:10]([S@:13]([NH2:15])=[O:14])([CH3:12])[CH3:11]. (2) Given the product [NH:3]1[C:4]2[CH:10]=[CH:9][CH:8]=[CH:7][C:5]=2[N:6]=[C:2]1[N:18]1[CH2:19][CH2:20][C:15]2([O:14][CH2:13][CH2:12][O:11]2)[CH2:16][CH2:17]1, predict the reactants needed to synthesize it. The reactants are: Cl[C:2]1[NH:6][C:5]2[CH:7]=[CH:8][CH:9]=[CH:10][C:4]=2[N:3]=1.[O:11]1[C:15]2([CH2:20][CH2:19][NH:18][CH2:17][CH2:16]2)[O:14][CH2:13][CH2:12]1.C(N(C(C)C)CC)(C)C.